From a dataset of Reaction yield outcomes from USPTO patents with 853,638 reactions. Predict the reaction yield, written as a fraction of the theoretical maximum amount of product (1.0 means a 100% yield; for example, 0.34 means a 34% yield). (1) The reactants are [F:1][C:2]([F:7])([F:6])[C:3]([OH:5])=[O:4].[C:8]1([C:14]2[CH:19]=[C:18]([CH:20]3[CH2:25][CH2:24][NH:23][CH2:22][CH2:21]3)[CH:17]=[CH:16][C:15]=2[NH:26][C:27]([C:29]2[NH:30][CH:31]=[C:32]([C:34]#[N:35])[N:33]=2)=[O:28])[CH2:13][CH2:12][CH2:11][CH2:10][CH:9]=1.Cl.[N:37]1[CH:42]=[CH:41][CH:40]=[CH:39][C:38]=1[CH2:43][C:44](O)=[O:45].CCN=C=NCCCN(C)C.C1C=CC2N(O)N=NC=2C=1.CCN(C(C)C)C(C)C. The catalyst is O.CN(C=O)C. The product is [F:1][C:2]([F:7])([F:6])[C:3]([OH:5])=[O:4].[C:8]1([C:14]2[CH:19]=[C:18]([CH:20]3[CH2:21][CH2:22][N:23]([C:44](=[O:45])[CH2:43][C:38]4[CH:39]=[CH:40][CH:41]=[CH:42][N:37]=4)[CH2:24][CH2:25]3)[CH:17]=[CH:16][C:15]=2[NH:26][C:27]([C:29]2[NH:30][CH:31]=[C:32]([C:34]#[N:35])[N:33]=2)=[O:28])[CH2:13][CH2:12][CH2:11][CH2:10][CH:9]=1. The yield is 0.700. (2) The reactants are [Br:1][CH2:2][CH2:3][CH2:4][C:5]([OH:7])=[O:6].[Cl:8][C:9]([Cl:13])([Cl:12])[CH2:10]O.O.C1(C)C=CC(S(O)(=O)=O)=CC=1. The catalyst is C1(C)C=CC=CC=1. The product is [Br:1][CH2:2][CH2:3][CH2:4][C:5]([O:7][CH2:10][C:9]([Cl:13])([Cl:12])[Cl:8])=[O:6]. The yield is 0.799. (3) The reactants are [Li+].CC([N-]C(C)C)C.[C:9]([CH:13]1[CH2:19][C:18]2[CH:20]=[CH:21][CH:22]=[CH:23][C:17]=2[C:16]2=[C:24]([CH:35]3[CH2:40][CH2:39][CH2:38][CH2:37][CH2:36]3)[C:25]3[CH:26]=[CH:27][C:28]([C:31]([O:33][CH3:34])=[O:32])=[CH:29][C:30]=3[N:15]2[CH2:14]1)([O:11][CH3:12])=[O:10].C1C=CC(S(N(S(C2C=CC=CC=2)(=O)=O)[F:51])(=O)=O)=CC=1. The catalyst is C1COCC1. The product is [CH:35]1([C:24]2[C:25]3[CH:26]=[CH:27][C:28]([C:31]([O:33][CH3:34])=[O:32])=[CH:29][C:30]=3[N:15]3[CH2:14][C:13]([C:9]([O:11][CH3:12])=[O:10])([F:51])[CH2:19][C:18]4[CH:20]=[CH:21][CH:22]=[CH:23][C:17]=4[C:16]=23)[CH2:40][CH2:39][CH2:38][CH2:37][CH2:36]1. The yield is 0.290. (4) The reactants are [C:1]1([CH3:7])[CH:6]=[CH:5][CH:4]=[CH:3][CH:2]=1.C(O[O:13][C:14]([CH3:17])(C)C)(C)(C)C.[C]=O.[CH2:20]([OH:22])C. No catalyst specified. The product is [C:1]1([CH2:7][C:20]([O:13][CH2:14][CH3:17])=[O:22])[CH:6]=[CH:5][CH:4]=[CH:3][CH:2]=1. The yield is 0.800. (5) The reactants are [NH2:1][CH2:2][C@@H:3]1[CH2:7][CH2:6][CH2:5][N:4]1[C:8]([O:10][CH2:11][C:12]1[CH:17]=[CH:16][CH:15]=[CH:14][CH:13]=1)=[O:9].[F:18][C:19]([F:32])([F:31])[S:20](O[S:20]([C:19]([F:32])([F:31])[F:18])(=[O:22])=[O:21])(=[O:22])=[O:21].C(Cl)(Cl)Cl. The catalyst is C(Cl)Cl. The product is [F:18][C:19]([F:32])([F:31])[S:20]([NH:1][CH2:2][C@@H:3]1[CH2:7][CH2:6][CH2:5][N:4]1[C:8]([O:10][CH2:11][C:12]1[CH:17]=[CH:16][CH:15]=[CH:14][CH:13]=1)=[O:9])(=[O:22])=[O:21]. The yield is 0.760.